This data is from Reaction yield outcomes from USPTO patents with 853,638 reactions. The task is: Predict the reaction yield, written as a fraction of the theoretical maximum amount of product (1.0 means a 100% yield; for example, 0.34 means a 34% yield). The reactants are [F:1][C:2]([F:13])([F:12])[C:3]1[CH:8]=[CH:7][C:6]([S:9]([O-:11])=[O:10])=[CH:5][CH:4]=1.[Li+].Cl[CH2:16][C:17]1[N:18]=[C:19]([C:23]2[CH:32]=[CH:31][C:26]([C:27]([O:29][CH3:30])=[O:28])=[CH:25][CH:24]=2)[O:20][C:21]=1[CH3:22].C(=O)([O-])[O-].[K+].[K+]. The catalyst is CN(C)C=O. The product is [CH3:22][C:21]1[O:20][C:19]([C:23]2[CH:32]=[CH:31][C:26]([C:27]([O:29][CH3:30])=[O:28])=[CH:25][CH:24]=2)=[N:18][C:17]=1[CH2:16][S:9]([C:6]1[CH:5]=[CH:4][C:3]([C:2]([F:1])([F:12])[F:13])=[CH:8][CH:7]=1)(=[O:11])=[O:10]. The yield is 0.850.